This data is from Catalyst prediction with 721,799 reactions and 888 catalyst types from USPTO. The task is: Predict which catalyst facilitates the given reaction. (1) Reactant: [C:1]1([CH2:11][CH:12]([C:15]#[N:16])[C:13]#[N:14])[C:10]2[C:5](=[CH:6][CH:7]=[CH:8][CH:9]=2)[CH:4]=[CH:3][CH:2]=1.O.[NH2:18][NH2:19]. Product: [C:1]1([CH2:11][C:12]2[C:13]([NH2:14])=[N:18][NH:19][C:15]=2[NH2:16])[C:10]2[C:5](=[CH:6][CH:7]=[CH:8][CH:9]=2)[CH:4]=[CH:3][CH:2]=1. The catalyst class is: 8. (2) Reactant: [C:1]1([S:7][C:8]2([C:11]([O:13]C)=[O:12])[CH2:10][CH2:9]2)[CH:6]=[CH:5][CH:4]=[CH:3][CH:2]=1.CO.O.[OH-].[Li+]. Product: [C:1]1([S:7][C:8]2([C:11]([OH:13])=[O:12])[CH2:10][CH2:9]2)[CH:2]=[CH:3][CH:4]=[CH:5][CH:6]=1. The catalyst class is: 1.